From a dataset of Forward reaction prediction with 1.9M reactions from USPTO patents (1976-2016). Predict the product of the given reaction. (1) Given the reactants [O:1]=[C:2]1[N:6]([CH2:7][C:8]([O:10]C(C)(C)C)=[O:9])[C:5]2[CH:15]=[CH:16][CH:17]=[CH:18][C:4]=2[N:3]1[C:19]1[CH:24]=[CH:23][N:22]=[CH:21][N:20]=1.O=C1N(CC(OC(C)(C)C)=O)C2C=CC=CC=2N1C1C=CC=CN=1, predict the reaction product. The product is: [O:1]=[C:2]1[N:6]([CH2:7][C:8]([OH:10])=[O:9])[C:5]2[CH:15]=[CH:16][CH:17]=[CH:18][C:4]=2[N:3]1[C:19]1[CH:24]=[CH:23][N:22]=[CH:21][N:20]=1. (2) Given the reactants C[Si]([C:5]#[N:6])(C)C.[CH2:7]([C:9]1[C:20]([CH2:21]O)=[C:12]2[C:13]3[CH2:19][CH2:18][O:17][C:14]=3[CH:15]=[CH:16][N:11]2[N:10]=1)[CH3:8], predict the reaction product. The product is: [CH2:7]([C:9]1[C:20]([CH2:21][C:5]#[N:6])=[C:12]2[C:13]3[CH2:19][CH2:18][O:17][C:14]=3[CH:15]=[CH:16][N:11]2[N:10]=1)[CH3:8]. (3) The product is: [CH3:14][O:6][C:5](=[O:7])[C:4]1[CH:8]=[C:9]([N+:11]([O-:13])=[O:12])[CH:10]=[C:2]([OH:1])[CH:3]=1. Given the reactants [OH:1][C:2]1[CH:3]=[C:4]([CH:8]=[C:9]([N+:11]([O-:13])=[O:12])[CH:10]=1)[C:5]([OH:7])=[O:6].[CH3:14]O, predict the reaction product.